Task: Predict the reaction yield, written as a fraction of the theoretical maximum amount of product (1.0 means a 100% yield; for example, 0.34 means a 34% yield).. Dataset: Reaction yield outcomes from USPTO patents with 853,638 reactions (1) The reactants are [Cl:1][C:2]1[CH:18]=[CH:17][C:5]2[CH2:6][CH2:7][N:8]([C:11](=[O:16])[C:12]([F:15])([F:14])[F:13])[CH2:9][CH2:10][C:4]=2[C:3]=1OS(C(F)(F)F)(=O)=O.C1C=CC(P(C2C(C3C(P(C4C=CC=CC=4)C4C=CC=CC=4)=CC=C4C=3C=CC=C4)=C3C(C=CC=C3)=CC=2)C2C=CC=CC=2)=CC=1.[CH3:73][C:74]([CH3:87])([CH3:86])[CH2:75][C:76]([C:78]1[CH:85]=[CH:84][C:81]([CH2:82][NH2:83])=[CH:80][CH:79]=1)=[O:77].C(=O)([O-])[O-].[Cs+].[Cs+]. The catalyst is C1(C)C=CC=CC=1.C([O-])(=O)C.[Pd+2].C([O-])(=O)C.C1C=CC(/C=C/C(/C=C/C2C=CC=CC=2)=O)=CC=1.C1C=CC(/C=C/C(/C=C/C2C=CC=CC=2)=O)=CC=1.C1C=CC(/C=C/C(/C=C/C2C=CC=CC=2)=O)=CC=1.[Pd].[Pd]. The product is [Cl:1][C:2]1[CH:18]=[CH:17][C:5]2[CH2:6][CH2:7][N:8]([C:11](=[O:16])[C:12]([F:15])([F:14])[F:13])[CH2:9][CH2:10][C:4]=2[C:3]=1[NH:83][CH2:82][C:81]1[CH:84]=[CH:85][C:78]([C:76](=[O:77])[CH2:75][C:74]([CH3:86])([CH3:73])[CH3:87])=[CH:79][CH:80]=1. The yield is 0.650. (2) The reactants are [NH2:1][C@@H:2]1[C:11]2[C:6](=[CH:7][CH:8]=[CH:9][CH:10]=2)[C@H:5]([OH:12])[CH2:4][CH2:3]1.[H-].[Na+].F[C:16]1[CH:17]=[CH:18][C:19]2[N:20]([C:22]([N:25]3[CH2:31][CH2:30][CH2:29][N:28]([CH3:32])[CH2:27][CH2:26]3)=[N:23][N:24]=2)[CH:21]=1. The catalyst is CN(C=O)C.O. The product is [CH3:32][N:28]1[CH2:29][CH2:30][CH2:31][N:25]([C:22]2[N:20]3[CH:21]=[C:16]([O:12][C@H:5]4[C:6]5[C:11](=[CH:10][CH:9]=[CH:8][CH:7]=5)[C@@H:2]([NH2:1])[CH2:3][CH2:4]4)[CH:17]=[CH:18][C:19]3=[N:24][N:23]=2)[CH2:26][CH2:27]1. The yield is 0.410.